This data is from Reaction yield outcomes from USPTO patents with 853,638 reactions. The task is: Predict the reaction yield, written as a fraction of the theoretical maximum amount of product (1.0 means a 100% yield; for example, 0.34 means a 34% yield). (1) The reactants are [CH3:1][C@@H:2]1[CH2:7][NH:6][C@@H:5]([CH3:8])[CH2:4][NH:3]1.C(N(CC)CC)C.Cl[C:17]([O:19][CH2:20][C:21]1[CH:26]=[CH:25][CH:24]=[CH:23][CH:22]=1)=[O:18]. The catalyst is ClCCl. The product is [CH3:1][C@H:2]1[CH2:7][NH:6][C@H:5]([CH3:8])[CH2:4][N:3]1[C:17]([O:19][CH2:20][C:21]1[CH:26]=[CH:25][CH:24]=[CH:23][CH:22]=1)=[O:18]. The yield is 0.180. (2) The reactants are [Cl:1][C:2]1[CH:7]=[CH:6][C:5]([N+:8]([O-:10])=[O:9])=[CH:4][C:3]=1[OH:11].I[CH:13]([CH3:15])[CH3:14].C(=O)([O-])[O-].[Cs+].[Cs+].C(=O)([O-])[O-].[K+].[K+]. The catalyst is CN(C=O)C.O. The product is [Cl:1][C:2]1[CH:7]=[CH:6][C:5]([N+:8]([O-:10])=[O:9])=[CH:4][C:3]=1[O:11][CH:13]([CH3:15])[CH3:14]. The yield is 0.970. (3) The product is [CH2:28]([N:13]([CH2:11][CH3:12])[CH2:14][CH2:15][O:16][C:17]1[CH:18]=[C:19]2[C:23](=[CH:24][CH:25]=1)[NH:22][C:21]([CH:26]=[C:3]1[C:4]3[C:9](=[CH:8][CH:7]=[CH:6][CH:5]=3)[NH:1][C:2]1=[O:10])=[CH:20]2)[CH3:29]. The catalyst is C(O)C. The yield is 0.670. The reactants are [NH:1]1[C:9]2[C:4](=[CH:5][CH:6]=[CH:7][CH:8]=2)[CH2:3][C:2]1=[O:10].[CH2:11]([N:13]([CH2:28][CH3:29])[CH2:14][CH2:15][O:16][C:17]1[CH:18]=[C:19]2[C:23](=[CH:24][CH:25]=1)[NH:22][C:21]([CH:26]=O)=[CH:20]2)[CH3:12].N1CCCCC1. (4) The reactants are [CH2:1]([N:4]([CH2:15][CH:16]=[CH2:17])[S:5]([C:8]1[CH:13]=[CH:12][C:11]([CH3:14])=[CH:10][CH:9]=1)(=[O:7])=[O:6])C=C. The catalyst is ClCCl. The product is [C:11]1([CH3:14])[CH:10]=[CH:9][C:8]([S:5]([N:4]2[CH:1]=[CH:17][CH2:16][CH2:15]2)(=[O:6])=[O:7])=[CH:13][CH:12]=1. The yield is 0.00500. (5) The reactants are [NH2:1][C:2]1[CH:7]=[CH:6][C:5]([O:8][CH3:9])=[CH:4][C:3]=1[NH:10][C:11](=O)[C:12]1[CH:17]=[C:16]([Br:18])[CH:15]=[CH:14][C:13]=1[F:19]. The catalyst is C(O)(=O)C. The product is [Br:18][C:16]1[CH:15]=[CH:14][C:13]([F:19])=[C:12]([C:11]2[NH:1][C:2]3[CH:7]=[CH:6][C:5]([O:8][CH3:9])=[CH:4][C:3]=3[N:10]=2)[CH:17]=1. The yield is 0.630. (6) The reactants are [C:1]([C:5]1[CH:10]=[CH:9][C:8]([C:11]2[S:12][CH:13]=[C:14]([CH:20]=[O:21])[C:15]=2[O:16][CH2:17][O:18][CH3:19])=[CH:7][CH:6]=1)([CH3:4])([CH3:3])[CH3:2].C(OCC)C.[CH:27]([Mg]Br)([CH3:29])[CH3:28].[Cl-].[NH4+]. The catalyst is C1COCC1. The product is [C:1]([C:5]1[CH:10]=[CH:9][C:8]([C:11]2[S:12][CH:13]=[C:14]([CH:20]([OH:21])[CH:27]([CH3:29])[CH3:28])[C:15]=2[O:16][CH2:17][O:18][CH3:19])=[CH:7][CH:6]=1)([CH3:4])([CH3:2])[CH3:3]. The yield is 0.340. (7) The reactants are C(OC(=O)[NH:7][CH2:8][CH2:9][NH:10][C:11](=[O:49])[C:12]1[CH:17]=[CH:16][CH:15]=[C:14]([N:18]2[C:23]3[N:24]=[CH:25][C:26]([F:28])=[CH:27][C:22]=3[C:21](=[O:29])[N:20]([C@H:30]3[CH2:35][CH2:34][C@@H:33]([NH:36][C:37]([C:39]4[N:40]=[C:41]5[CH:46]=[CH:45][CH:44]=[CH:43][N:42]5[CH:47]=4)=[O:38])[CH2:32][CH2:31]3)[C:19]2=[O:48])[CH:13]=1)(C)(C)C.Cl. The catalyst is O1CCOCC1. The product is [NH2:7][CH2:8][CH2:9][NH:10][C:11]([C:12]1[CH:13]=[C:14]([N:18]2[C:23]3[N:24]=[CH:25][C:26]([F:28])=[CH:27][C:22]=3[C:21](=[O:29])[N:20]([C@@H:30]3[CH2:35][CH2:34][C@H:33]([NH:36][C:37]([C:39]4[N:40]=[C:41]5[CH:46]=[CH:45][CH:44]=[CH:43][N:42]5[CH:47]=4)=[O:38])[CH2:32][CH2:31]3)[C:19]2=[O:48])[CH:15]=[CH:16][CH:17]=1)=[O:49]. The yield is 0.500.